Task: Predict the product of the given reaction.. Dataset: Forward reaction prediction with 1.9M reactions from USPTO patents (1976-2016) (1) Given the reactants [NH2:1][C:2]1[CH:3]=[CH:4][C:5]([F:20])=[C:6]([C@:8]2([CH3:19])[C:13]([F:15])([F:14])[C:12]([CH3:17])([CH3:16])[O:11][C:10]([NH2:18])=[N:9]2)[CH:7]=1.[Cl:21][C:22]1[C:23]([C:30](O)=[O:31])=[N:24][CH:25]=[C:26]([C:28]#[N:29])[CH:27]=1, predict the reaction product. The product is: [NH2:18][C:10]1[O:11][C:12]([CH3:16])([CH3:17])[C:13]([F:14])([F:15])[C@:8]([C:6]2[CH:7]=[C:2]([NH:1][C:30]([C:23]3[C:22]([Cl:21])=[CH:27][C:26]([C:28]#[N:29])=[CH:25][N:24]=3)=[O:31])[CH:3]=[CH:4][C:5]=2[F:20])([CH3:19])[N:9]=1. (2) Given the reactants [Cl:1][C:2]1[CH:3]=[C:4]([C:36]([OH:38])=O)[CH:5]=[N:6][C:7]=1[O:8][C:9]1[CH:14]=[C:13]([C:15]([NH:17][C:18]2[CH:22]=[CH:21][N:20]([CH3:23])[N:19]=2)=[O:16])[CH:12]=[C:11]([O:24][C@@H:25]([CH3:35])[CH2:26][O:27][Si](C(C)(C)C)(C)C)[CH:10]=1.[NH:39]1[CH2:44][CH2:43][O:42][CH2:41][CH2:40]1.CN(C(ON1N=NC2C=CC=NC1=2)=[N+](C)C)C.F[P-](F)(F)(F)(F)F.CCN(C(C)C)C(C)C, predict the reaction product. The product is: [Cl:1][C:2]1[C:7]([O:8][C:9]2[CH:14]=[C:13]([CH:12]=[C:11]([O:24][C@@H:25]([CH3:35])[CH2:26][OH:27])[CH:10]=2)[C:15]([NH:17][C:18]2[CH:22]=[CH:21][N:20]([CH3:23])[N:19]=2)=[O:16])=[N:6][CH:5]=[C:4]([C:36]([N:39]2[CH2:44][CH2:43][O:42][CH2:41][CH2:40]2)=[O:38])[CH:3]=1.